This data is from Full USPTO retrosynthesis dataset with 1.9M reactions from patents (1976-2016). The task is: Predict the reactants needed to synthesize the given product. (1) Given the product [Cl:12][C:13]1[C:14]([F:21])=[C:15]([CH:18]=[CH:19][CH:20]=1)/[CH:16]=[C:8]1\[C:9](=[O:11])[NH:10][C:4]2[C:5]\1=[N:6][CH:7]=[C:2]([CH3:1])[CH:3]=2, predict the reactants needed to synthesize it. The reactants are: [CH3:1][C:2]1[CH:3]=[C:4]2[NH:10][C:9](=[O:11])[CH2:8][C:5]2=[N:6][CH:7]=1.[Cl:12][C:13]1[C:14]([F:21])=[C:15]([CH:18]=[CH:19][CH:20]=1)[CH:16]=O.N1CCCCC1. (2) The reactants are: [OH:1][C:2]1[CH:10]=[CH:9][C:5]([C:6](O)=O)=[CH:4][N:3]=1.S(Cl)([Cl:13])=O. Given the product [OH:1][C:2]1[CH:10]=[CH:9][C:5]([CH2:6][Cl:13])=[CH:4][N:3]=1, predict the reactants needed to synthesize it. (3) Given the product [Cl:1][C:2]1[CH:3]=[C:4]([C:8]2[C:17]3[C:12](=[CH:13][CH:14]=[C:15]([CH:18]([OH:25])[C:19]4[N:23]([CH3:24])[CH:22]=[N:21][CH:20]=4)[CH:16]=3)[N:11]([CH3:29])[C:10](=[O:26])[CH:9]=2)[CH:5]=[CH:6][CH:7]=1, predict the reactants needed to synthesize it. The reactants are: [Cl:1][C:2]1[CH:3]=[C:4]([C:8]2[C:17]3[C:12](=[CH:13][CH:14]=[C:15]([CH:18]([OH:25])[C:19]4[N:23]([CH3:24])[CH:22]=[N:21][CH:20]=4)[CH:16]=3)[NH:11][C:10](=[O:26])[CH:9]=2)[CH:5]=[CH:6][CH:7]=1.IC.[CH3:29]COC(C)=O. (4) Given the product [CH:8]([OH:11])=[O:29].[F:12][C:7]1[CH:6]=[C:5]([C@@H:3]([OH:4])[CH2:2][NH:1][CH2:23][CH2:24][CH2:25][CH2:26][CH2:27][CH2:28][O:29][CH2:30][CH2:31][CH2:32][CH2:33][C:34]2[CH:35]=[C:36]([S:40]([NH2:43])(=[O:42])=[O:41])[CH:37]=[CH:38][CH:39]=2)[CH:10]=[CH:9][C:8]=1[OH:11], predict the reactants needed to synthesize it. The reactants are: [NH2:1][CH2:2][C@@H:3]([C:5]1[CH:10]=[CH:9][C:8]([OH:11])=[C:7]([F:12])[CH:6]=1)[OH:4].C(N(C(C)C)CC)(C)C.Br[CH2:23][CH2:24][CH2:25][CH2:26][CH2:27][CH2:28][O:29][CH2:30][CH2:31][CH2:32][CH2:33][C:34]1[CH:35]=[C:36]([S:40]([NH2:43])(=[O:42])=[O:41])[CH:37]=[CH:38][CH:39]=1. (5) The reactants are: Cl[C:2]1[C:11]2[C:6](=[CH:7][C:8](F)=[C:9](I)[CH:10]=2)[N:5]=[CH:4][N:3]=1.[N:14]1[C:22]2[C:17](=[N:18][CH:19]=[CH:20][CH:21]=2)[S:16][C:15]=1[NH2:23].[SH:24][C:25]1[N:29]([CH3:30])[CH:28]=[N:27][N:26]=1. Given the product [CH3:30][N:29]1[CH:28]=[N:27][N:26]=[C:25]1[S:24][C:9]1[CH:10]=[C:11]2[C:6](=[CH:7][CH:8]=1)[N:5]=[CH:4][N:3]=[C:2]2[NH:23][C:15]1[S:16][C:17]2[C:22]([N:14]=1)=[CH:21][CH:20]=[CH:19][N:18]=2, predict the reactants needed to synthesize it. (6) Given the product [O:11]=[C:10]1[CH2:9][CH2:8][C:13](=[O:14])[N:12]1[O:15][C:16](=[O:17])[NH:1][C:2]1[CH:3]=[N:4][CH:5]=[CH:6][CH:7]=1, predict the reactants needed to synthesize it. The reactants are: [NH2:1][C:2]1[CH:3]=[N:4][CH:5]=[CH:6][CH:7]=1.[CH2:8]1[C:13](=[O:14])[N:12]([O:15][C:16](ON2C(=O)CCC2=O)=[O:17])[C:10](=[O:11])[CH2:9]1.